Dataset: Peptide-MHC class I binding affinity with 185,985 pairs from IEDB/IMGT. Task: Regression. Given a peptide amino acid sequence and an MHC pseudo amino acid sequence, predict their binding affinity value. This is MHC class I binding data. (1) The peptide sequence is PTLFGRGVI. The MHC is HLA-A02:01 with pseudo-sequence HLA-A02:01. The binding affinity (normalized) is 0. (2) The MHC is HLA-A11:01 with pseudo-sequence HLA-A11:01. The binding affinity (normalized) is 0.108. The peptide sequence is ITTHFQRKRR. (3) The peptide sequence is RMYIFFASFY. The MHC is HLA-A68:01 with pseudo-sequence HLA-A68:01. The binding affinity (normalized) is 0.527. (4) The peptide sequence is LKEPCPSGTY. The MHC is HLA-A30:02 with pseudo-sequence HLA-A30:02. The binding affinity (normalized) is 0.608. (5) The peptide sequence is FSSQLGLFY. The MHC is HLA-A24:03 with pseudo-sequence HLA-A24:03. The binding affinity (normalized) is 0.331. (6) The peptide sequence is QLKQRDALF. The MHC is HLA-B46:01 with pseudo-sequence HLA-B46:01. The binding affinity (normalized) is 0.0847. (7) The peptide sequence is FLGGTTVCL. The MHC is HLA-A68:01 with pseudo-sequence HLA-A68:01. The binding affinity (normalized) is 0.